Dataset: Full USPTO retrosynthesis dataset with 1.9M reactions from patents (1976-2016). Task: Predict the reactants needed to synthesize the given product. (1) Given the product [CH:25]1([O:31][CH2:32][CH2:33][CH:34]=[C:1]([Br:5])[Br:2])[CH2:30][CH2:29][CH2:28][CH2:27][CH2:26]1, predict the reactants needed to synthesize it. The reactants are: [C:1]([Br:5])(Br)(Br)[Br:2].C1(P(C2C=CC=CC=2)C2C=CC=CC=2)C=CC=CC=1.[CH:25]1([O:31][CH2:32][CH2:33][CH:34]=O)[CH2:30][CH2:29][CH2:28][CH2:27][CH2:26]1. (2) Given the product [NH2:25][CH2:24][CH2:23][CH2:22][N:17]1[CH2:18][CH2:19][CH2:20][CH:15]([N:2]2[C:13]3=[C:14]4[C:9](=[CH:10][CH:11]=[CH:12]3)[CH:8]=[N:7][CH:6]=[C:5]4[CH2:4][CH2:3]2)[CH2:16]1.[ClH:1], predict the reactants needed to synthesize it. The reactants are: [ClH:1].[N:2]1([CH:15]2[CH2:20][CH2:19][CH2:18][NH:17][CH2:16]2)[C:13]2=[C:14]3[C:9](=[CH:10][CH:11]=[CH:12]2)[CH:8]=[N:7][CH:6]=[C:5]3[CH2:4][CH2:3]1.Br[CH2:22][CH2:23][CH2:24][NH:25]C(=O)OC(C)(C)C. (3) Given the product [Br:1][C:2]1[CH:3]=[CH:4][C:5]([CH2:8][CH2:9][CH2:10][C:11]([NH:13][C:14]2[CH:15]=[CH:16][C:17]([S:30][CH:31]([CH3:33])[CH3:32])=[C:18]([CH:29]=2)[CH2:19][N:20]([CH3:28])[C:21](=[O:27])[O:22][C:23]([CH3:26])([CH3:25])[CH3:24])=[O:12])=[CH:6][CH:7]=1, predict the reactants needed to synthesize it. The reactants are: [Br:1][C:2]1[CH:7]=[CH:6][C:5]([CH2:8][CH2:9][CH2:10][C:11]([NH:13][C:14]2[CH:15]=[CH:16][C:17]([S:30][CH2:31][CH3:32])=[C:18]([CH:29]=2)[CH2:19][N:20]([CH3:28])[C:21](=[O:27])[O:22][C:23]([CH3:26])([CH3:25])[CH3:24])=[O:12])=[CH:4][CH:3]=1.[C:33](C1C(N)=CC(CN(C)C(=O)[O-])=C(SC(C)C)C=1)(C)(C)C.BrC1C=CC(C(CC)C(O)=O)=CC=1. (4) Given the product [CH2:11]([C:10]1[S:14][C:2]([CH3:9])=[C:3]([C:4]([O:6][CH3:7])=[O:5])[N:13]=1)[CH3:12], predict the reactants needed to synthesize it. The reactants are: Br[CH:2]([CH3:9])[C:3](=O)[C:4]([O:6][CH3:7])=[O:5].[C:10](=[S:14])([NH2:13])[CH2:11][CH3:12]. (5) The reactants are: C([O:8][C:9]1[CH:10]=[C:11]2[N:21]([C:22]([C:24]3[NH:25][C:26]4[C:31]([CH:32]=3)=[CH:30][C:29]([O:33][CH3:34])=[C:28]([O:35][CH3:36])[C:27]=4[O:37][CH3:38])=[O:23])[CH2:20][CH:19]([CH2:39][Cl:40])[C:12]2=[C:13]2[C:18]=1[N:17]=[CH:16][CH:15]=[CH:14]2)C1C=CC=CC=1. Given the product [Cl:40][CH2:39][CH:19]1[C:12]2=[C:13]3[C:18](=[C:9]([OH:8])[CH:10]=[C:11]2[N:21]([C:22]([C:24]2[NH:25][C:26]4[C:31]([CH:32]=2)=[CH:30][C:29]([O:33][CH3:34])=[C:28]([O:35][CH3:36])[C:27]=4[O:37][CH3:38])=[O:23])[CH2:20]1)[N:17]=[CH:16][CH:15]=[CH:14]3, predict the reactants needed to synthesize it. (6) Given the product [F:10][CH:9]([F:11])[O:8][C:5]1[CH:6]=[CH:7][C:2]([C:16]#[C:15][Si:17]([CH3:20])([CH3:19])[CH3:18])=[CH:3][C:4]=1[CH2:12][CH2:13][F:14], predict the reactants needed to synthesize it. The reactants are: Br[C:2]1[CH:7]=[CH:6][C:5]([O:8][CH:9]([F:11])[F:10])=[C:4]([CH2:12][CH2:13][F:14])[CH:3]=1.[C:15]([Si:17]([CH3:20])([CH3:19])[CH3:18])#[CH:16].